Dataset: Peptide-MHC class II binding affinity with 134,281 pairs from IEDB. Task: Regression. Given a peptide amino acid sequence and an MHC pseudo amino acid sequence, predict their binding affinity value. This is MHC class II binding data. (1) The MHC is DRB5_0101 with pseudo-sequence DRB5_0101. The binding affinity (normalized) is 0.289. The peptide sequence is HYPLHLRYYRITYGE. (2) The peptide sequence is AFMLAWNYGVPRVMS. The MHC is DRB1_1101 with pseudo-sequence DRB1_1101. The binding affinity (normalized) is 0.534. (3) The peptide sequence is SQTEVKEEGKEELQE. The MHC is DRB1_1101 with pseudo-sequence DRB1_1101. The binding affinity (normalized) is 0.